From a dataset of NCI-60 drug combinations with 297,098 pairs across 59 cell lines. Regression. Given two drug SMILES strings and cell line genomic features, predict the synergy score measuring deviation from expected non-interaction effect. (1) Drug 1: C1CC2CC3=C(CC1C24CN(S(=O)(=O)N4)CC(F)(F)F)C=CC(=C3)C=CCN5CCC(CC5)C(F)(F)F. Drug 2: COCCOC1=C(C=C2C(=C1)C(=NC=N2)NC3=CC=CC(=C3)C#C)OCCOC. Cell line: HCT116. Synergy scores: CSS=50.9, Synergy_ZIP=-0.401, Synergy_Bliss=1.61, Synergy_Loewe=-2.65, Synergy_HSA=4.49. (2) Drug 1: CC(C1=C(C=CC(=C1Cl)F)Cl)OC2=C(N=CC(=C2)C3=CN(N=C3)C4CCNCC4)N. Drug 2: CC1C(C(CC(O1)OC2CC(OC(C2O)C)OC3=CC4=CC5=C(C(=O)C(C(C5)C(C(=O)C(C(C)O)O)OC)OC6CC(C(C(O6)C)O)OC7CC(C(C(O7)C)O)OC8CC(C(C(O8)C)O)(C)O)C(=C4C(=C3C)O)O)O)O. Cell line: LOX IMVI. Synergy scores: CSS=12.0, Synergy_ZIP=-3.24, Synergy_Bliss=-0.315, Synergy_Loewe=2.70, Synergy_HSA=1.70. (3) Drug 1: CC1OCC2C(O1)C(C(C(O2)OC3C4COC(=O)C4C(C5=CC6=C(C=C35)OCO6)C7=CC(=C(C(=C7)OC)O)OC)O)O. Drug 2: CC1=C(N=C(N=C1N)C(CC(=O)N)NCC(C(=O)N)N)C(=O)NC(C(C2=CN=CN2)OC3C(C(C(C(O3)CO)O)O)OC4C(C(C(C(O4)CO)O)OC(=O)N)O)C(=O)NC(C)C(C(C)C(=O)NC(C(C)O)C(=O)NCCC5=NC(=CS5)C6=NC(=CS6)C(=O)NCCC[S+](C)C)O. Cell line: UO-31. Synergy scores: CSS=16.4, Synergy_ZIP=-4.65, Synergy_Bliss=-1.15, Synergy_Loewe=0.251, Synergy_HSA=2.34. (4) Drug 1: CS(=O)(=O)CCNCC1=CC=C(O1)C2=CC3=C(C=C2)N=CN=C3NC4=CC(=C(C=C4)OCC5=CC(=CC=C5)F)Cl. Drug 2: CC12CCC3C(C1CCC2O)C(CC4=C3C=CC(=C4)O)CCCCCCCCCS(=O)CCCC(C(F)(F)F)(F)F. Cell line: SF-268. Synergy scores: CSS=4.07, Synergy_ZIP=-1.85, Synergy_Bliss=-2.20, Synergy_Loewe=0.0128, Synergy_HSA=-2.66. (5) Drug 1: CC(CN1CC(=O)NC(=O)C1)N2CC(=O)NC(=O)C2. Drug 2: CN(CC1=CN=C2C(=N1)C(=NC(=N2)N)N)C3=CC=C(C=C3)C(=O)NC(CCC(=O)O)C(=O)O. Cell line: SK-MEL-2. Synergy scores: CSS=25.3, Synergy_ZIP=-5.22, Synergy_Bliss=-1.42, Synergy_Loewe=-12.1, Synergy_HSA=-1.67. (6) Drug 1: CCC1(CC2CC(C3=C(CCN(C2)C1)C4=CC=CC=C4N3)(C5=C(C=C6C(=C5)C78CCN9C7C(C=CC9)(C(C(C8N6C)(C(=O)OC)O)OC(=O)C)CC)OC)C(=O)OC)O.OS(=O)(=O)O. Drug 2: C1C(C(OC1N2C=NC3=C2NC=NCC3O)CO)O. Cell line: TK-10. Synergy scores: CSS=-0.557, Synergy_ZIP=1.11, Synergy_Bliss=2.09, Synergy_Loewe=-1.26, Synergy_HSA=0.621. (7) Drug 1: C1=CC=C(C(=C1)C(C2=CC=C(C=C2)Cl)C(Cl)Cl)Cl. Drug 2: C1=NNC2=C1C(=O)NC=N2. Cell line: NCI-H460. Synergy scores: CSS=0.801, Synergy_ZIP=0.541, Synergy_Bliss=3.01, Synergy_Loewe=-1.67, Synergy_HSA=0.267. (8) Drug 1: C1=C(C(=O)NC(=O)N1)F. Drug 2: CC(C)NC(=O)C1=CC=C(C=C1)CNNC.Cl. Cell line: K-562. Synergy scores: CSS=27.6, Synergy_ZIP=-11.8, Synergy_Bliss=-19.3, Synergy_Loewe=-25.1, Synergy_HSA=-18.6. (9) Drug 1: CC1C(C(=O)NC(C(=O)N2CCCC2C(=O)N(CC(=O)N(C(C(=O)O1)C(C)C)C)C)C(C)C)NC(=O)C3=C4C(=C(C=C3)C)OC5=C(C(=O)C(=C(C5=N4)C(=O)NC6C(OC(=O)C(N(C(=O)CN(C(=O)C7CCCN7C(=O)C(NC6=O)C(C)C)C)C)C(C)C)C)N)C. Drug 2: C1CC(=O)NC(=O)C1N2C(=O)C3=CC=CC=C3C2=O. Cell line: HS 578T. Synergy scores: CSS=15.7, Synergy_ZIP=-3.73, Synergy_Bliss=-0.661, Synergy_Loewe=-17.5, Synergy_HSA=-2.31. (10) Drug 1: C#CCC(CC1=CN=C2C(=N1)C(=NC(=N2)N)N)C3=CC=C(C=C3)C(=O)NC(CCC(=O)O)C(=O)O. Drug 2: C1CCC(C(C1)N)N.C(=O)(C(=O)[O-])[O-].[Pt+4]. Cell line: TK-10. Synergy scores: CSS=20.8, Synergy_ZIP=-2.66, Synergy_Bliss=2.71, Synergy_Loewe=-0.270, Synergy_HSA=-0.138.